Dataset: Full USPTO retrosynthesis dataset with 1.9M reactions from patents (1976-2016). Task: Predict the reactants needed to synthesize the given product. (1) Given the product [OH:2][C:3]1[CH:4]=[CH:5][C:6]([C:9](=[C:18]2[CH2:19][C:20]([CH3:27])([CH3:26])[CH2:21][C:22]([CH3:25])([CH3:24])[CH2:23]2)[C:10]2[CH:17]=[CH:16][C:13]([C:14]#[N:15])=[CH:12][CH:11]=2)=[CH:7][CH:8]=1, predict the reactants needed to synthesize it. The reactants are: C[O:2][C:3]1[CH:8]=[CH:7][C:6]([C:9](=[C:18]2[CH2:23][C:22]([CH3:25])([CH3:24])[CH2:21][C:20]([CH3:27])([CH3:26])[CH2:19]2)[C:10]2[CH:17]=[CH:16][C:13]([C:14]#[N:15])=[CH:12][CH:11]=2)=[CH:5][CH:4]=1.B(Br)(Br)Br. (2) Given the product [CH3:25][C:2]([CH3:1])([CH3:26])[C:3](=[O:24])[CH2:4][O:5][C:6]([C:8]1([C:14]([O:16][CH2:17][C:18]2[CH:19]=[CH:20][CH:21]=[CH:22][CH:23]=2)=[O:15])[CH2:13][CH2:12][N:44]([CH2:43][C:42]2[CH:51]=[CH:52][C:39]([C:36]3[N:35]=[C:34]([C:32]4[CH:31]=[CH:30][C:29]([C:53]5[CH:58]=[CH:57][CH:56]=[CH:55][CH:54]=5)=[C:28]([F:27])[CH:33]=4)[O:38][N:37]=3)=[CH:40][CH:41]=2)[CH2:48][CH2:9]1)=[O:7], predict the reactants needed to synthesize it. The reactants are: [CH3:1][C:2]([CH3:26])([CH3:25])[C:3](=[O:24])[CH2:4][O:5][C:6]([C:8]1([C:14]([O:16][CH2:17][C:18]2[CH:23]=[CH:22][CH:21]=[CH:20][CH:19]=2)=[O:15])[CH2:13][CH2:12]CN[CH2:9]1)=[O:7].[F:27][C:28]1[CH:33]=[C:32]([C:34]2[O:38][N:37]=[C:36]([C:39]3[CH:52]=[CH:51][C:42]([CH2:43][N:44]([CH2:48]CO)CCO)=[CH:41][CH:40]=3)[N:35]=2)[CH:31]=[CH:30][C:29]=1[C:53]1[CH:58]=[CH:57][CH:56]=[CH:55][CH:54]=1.N(CCO)CCO. (3) Given the product [CH3:8][C:6]1[C:5]([N+:9]([O-:11])=[O:10])=[CH:4][N:3]=[C:2]([C:12]2[CH:17]=[CH:16][CH:15]=[CH:14][CH:13]=2)[CH:7]=1, predict the reactants needed to synthesize it. The reactants are: Cl[C:2]1[CH:7]=[C:6]([CH3:8])[C:5]([N+:9]([O-:11])=[O:10])=[CH:4][N:3]=1.[C:12]1(B(O)O)[CH:17]=[CH:16][CH:15]=[CH:14][CH:13]=1.C(=O)([O-])[O-].[K+].[K+]. (4) Given the product [CH3:1][NH:2][CH:3]1[CH2:7][CH2:6][N:5]([C:8](=[O:19])[CH3:9])[CH2:4]1, predict the reactants needed to synthesize it. The reactants are: [CH3:1][NH:2][CH:3]1[CH2:7][CH2:6][N:5]([CH2:8][C:9]2C=CC=CC=2)[CH2:4]1.CC([O:19]C(OC(OC(C)(C)C)=O)=O)(C)C.C(Cl)(C)=O.CCN(C(C)C)C(C)C.C(C(O)=O)(F)(F)F. (5) Given the product [F:27][C:28]1[CH:36]=[C:35]([CH:34]=[C:30]([CH2:31][OH:32])[CH:29]=1)[C:37]([NH:24][C@@H:21]1[C:20]2[C:13](=[CH:14][CH:15]=[C:16]([O:25][CH3:26])[C:17](=[O:18])[CH:19]=2)[C:6]2[C:7]([O:11][CH3:12])=[C:8]([O:9][CH3:10])[C:3]([O:2][CH3:1])=[CH:4][C:5]=2[CH2:23][CH2:22]1)=[O:38], predict the reactants needed to synthesize it. The reactants are: [CH3:1][O:2][C:3]1[C:8]([O:9][CH3:10])=[C:7]([O:11][CH3:12])[C:6]2[C:13]3[C:20]([C@@H:21]([NH2:24])[CH2:22][CH2:23][C:5]=2[CH:4]=1)=[CH:19][C:17](=[O:18])[C:16]([O:25][CH3:26])=[CH:15][CH:14]=3.[F:27][C:28]1[CH:29]=[C:30]([CH:34]=[C:35]([CH2:37][OH:38])[CH:36]=1)[C:31](O)=[O:32].C1C=CC2N(O)N=NC=2C=1.CCN=C=NCCCN(C)C. (6) Given the product [CH3:20][C:6]1[CH:5]=[C:4]([CH2:30][C:29]([OH:32])=[O:31])[CH:3]=[C:2]([CH3:1])[C:7]=1[O:8][C:9]1[CH:14]=[CH:13][C:12]([O:15][CH3:16])=[C:11]([CH:17]([CH3:18])[CH3:19])[CH:10]=1, predict the reactants needed to synthesize it. The reactants are: [CH3:1][C:2]1[CH:3]=[C:4](CC#N)[CH:5]=[C:6]([CH3:20])[C:7]=1[O:8][C:9]1[CH:14]=[CH:13][C:12]([O:15][CH3:16])=[C:11]([CH:17]([CH3:19])[CH3:18])[CH:10]=1.OS(O)(=O)=O.[C:29]([OH:32])(=[O:31])[CH3:30].